Dataset: Forward reaction prediction with 1.9M reactions from USPTO patents (1976-2016). Task: Predict the product of the given reaction. (1) Given the reactants [CH3:1][O:2][CH2:3][O:4][C:5]1[CH:10]=[CH:9][C:8]([CH2:11][CH2:12][CH2:13][OH:14])=[C:7]([O:15][C:16]2[CH:21]=[CH:20][C:19]([C:22]([F:25])([F:24])[F:23])=[CH:18][N:17]=2)[CH:6]=1.[CH2:26]([N:28]1[CH:32]=[C:31]([CH2:33][C:34]([O:36]C)=[O:35])[C:30](O)=[N:29]1)[CH3:27].C(P(CCCC)CCCC)CCC.N(C(N1CCCCC1)=O)=NC(N1CCCCC1)=O.O1CCCC1CO.[OH-].[Na+].Cl, predict the reaction product. The product is: [CH2:26]([N:28]1[CH:32]=[C:31]([CH2:33][C:34]([OH:36])=[O:35])[C:30]([O:14][CH2:13][CH2:12][CH2:11][C:8]2[CH:9]=[CH:10][C:5]([O:4][CH2:3][O:2][CH3:1])=[CH:6][C:7]=2[O:15][C:16]2[CH:21]=[CH:20][C:19]([C:22]([F:23])([F:24])[F:25])=[CH:18][N:17]=2)=[N:29]1)[CH3:27]. (2) Given the reactants C1(C)C=CC(S(O[CH2:11][C:12]([F:22])([F:21])[CH2:13][O:14][C:15]2[CH:20]=[CH:19][CH:18]=[CH:17][CH:16]=2)(=O)=O)=CC=1.[OH:24][CH:25]1[CH:30]([C:31]2[CH:36]=[CH:35][C:34]([OH:37])=[CH:33][CH:32]=2)[CH2:29][CH2:28][N:27]([C:38]([O:40][CH2:41][C:42]2[CH:47]=[CH:46][CH:45]=[CH:44][CH:43]=2)=[O:39])[CH2:26]1, predict the reaction product. The product is: [F:21][C:12]([F:22])([CH2:13][O:14][C:15]1[CH:20]=[CH:19][CH:18]=[CH:17][CH:16]=1)[CH2:11][O:37][C:34]1[CH:33]=[CH:32][C:31]([CH:30]2[CH2:29][CH2:28][N:27]([C:38]([O:40][CH2:41][C:42]3[CH:43]=[CH:44][CH:45]=[CH:46][CH:47]=3)=[O:39])[CH2:26][CH:25]2[OH:24])=[CH:36][CH:35]=1. (3) The product is: [O:3]1[C:4]2[CH:10]=[CH:9][CH:8]=[CH:7][C:5]=2[N:6]=[C:2]1[NH:11][C:12]1[C:17]([Cl:18])=[CH:16][C:15]([CH2:19][C:20]([O:22][CH2:23][CH3:24])=[O:21])=[C:14]([F:25])[CH:13]=1. Given the reactants Cl[C:2]1[O:3][C:4]2[CH:10]=[CH:9][CH:8]=[CH:7][C:5]=2[N:6]=1.[NH2:11][C:12]1[C:17]([Cl:18])=[CH:16][C:15]([CH2:19][C:20]([O:22][CH2:23][CH3:24])=[O:21])=[C:14]([F:25])[CH:13]=1, predict the reaction product. (4) Given the reactants S(=O)(=O)(O)O.[C:6]([C:10]1[CH:16]=[CH:15][CH:14]=[CH:13][C:11]=1[NH2:12])([CH3:9])([CH3:8])[CH3:7].[N+:17]([O-])([O-:19])=[O:18].[K+], predict the reaction product. The product is: [C:6]([C:10]1[CH:16]=[CH:15][C:14]([N+:17]([O-:19])=[O:18])=[CH:13][C:11]=1[NH2:12])([CH3:9])([CH3:7])[CH3:8]. (5) Given the reactants Cl[C:2]1[N:7]=[C:6]2[N:8]([CH3:11])[CH:9]=[CH:10][C:5]2=[CH:4][C:3]=1[F:12].[N:13]1[CH:18]=[CH:17][CH:16]=[CH:15][C:14]=1[CH2:19][OH:20].[H-].[Na+], predict the reaction product. The product is: [F:12][C:3]1[CH:4]=[C:5]2[CH:10]=[CH:9][N:8]([CH3:11])[C:6]2=[N:7][C:2]=1[O:20][CH2:19][C:14]1[CH:15]=[CH:16][CH:17]=[CH:18][N:13]=1.